From a dataset of Full USPTO retrosynthesis dataset with 1.9M reactions from patents (1976-2016). Predict the reactants needed to synthesize the given product. (1) Given the product [CH3:1][C:2]1[CH:11]=[C:10]([N:12]2[CH2:16][CH2:15][CH2:14][CH2:13]2)[C:9]2[C:4](=[CH:5][C:6]([O:17][CH2:19][C:20]3[CH:27]=[CH:26][CH:25]=[CH:24][C:21]=3[C:22]#[N:23])=[CH:7][CH:8]=2)[N:3]=1, predict the reactants needed to synthesize it. The reactants are: [CH3:1][C:2]1[CH:11]=[C:10]([N:12]2[CH2:16][CH2:15][CH2:14][CH2:13]2)[C:9]2[C:4](=[CH:5][C:6]([OH:17])=[CH:7][CH:8]=2)[N:3]=1.Br[CH2:19][C:20]1[CH:27]=[CH:26][CH:25]=[CH:24][C:21]=1[C:22]#[N:23]. (2) Given the product [C:1]([O:5][C:6](=[O:25])[NH:7][C:8]1[CH:13]=[C:12]([O:14][CH2:15][C:16]([F:18])([F:17])[F:19])[C:11]([C:20]([F:22])([F:23])[F:21])=[CH:10][C:9]=1[NH:24][C:31](=[O:30])[CH2:32][C:33]([C:35]1[CH:40]=[CH:39][CH:38]=[C:37]([C:41]2[CH:46]=[CH:45][N:44]=[C:43]([CH2:47][CH3:48])[CH:42]=2)[CH:36]=1)=[O:34])([CH3:4])([CH3:2])[CH3:3], predict the reactants needed to synthesize it. The reactants are: [C:1]([O:5][C:6](=[O:25])[NH:7][C:8]1[CH:13]=[C:12]([O:14][CH2:15][C:16]([F:19])([F:18])[F:17])[C:11]([C:20]([F:23])([F:22])[F:21])=[CH:10][C:9]=1[NH2:24])([CH3:4])([CH3:3])[CH3:2].C([O:30][C:31](=O)[CH2:32][C:33]([C:35]1[CH:40]=[CH:39][CH:38]=[C:37]([C:41]2[CH:46]=[CH:45][N:44]=[C:43]([CH2:47][CH3:48])[CH:42]=2)[CH:36]=1)=[O:34])(C)(C)C. (3) Given the product [N+:1]([C:4]1[CH:5]=[CH:6][C:7]([C:20]([F:26])([F:25])[C:21]([F:22])([F:23])[F:24])=[C:8]([CH:19]=1)[O:9][CH2:10][CH:11]([O:18][C:27](=[O:29])[CH3:28])[CH2:12][N:13]1[CH2:17][CH2:16][CH2:15][CH2:14]1)([O-:3])=[O:2], predict the reactants needed to synthesize it. The reactants are: [N+:1]([C:4]1[CH:5]=[CH:6][C:7]([C:20]([F:26])([F:25])[C:21]([F:24])([F:23])[F:22])=[C:8]([CH:19]=1)[O:9][CH2:10][CH:11]([OH:18])[CH2:12][N:13]1[CH2:17][CH2:16][CH2:15][CH2:14]1)([O-:3])=[O:2].[C:27](Cl)(=[O:29])[CH3:28]. (4) Given the product [F:37][C:34]1[CH:35]=[CH:36][C:31]([C:14]2[N:15]=[C:16]3[CH:40]=[CH:39][CH:23]=[CH:18][N:17]3[C:13]=2[C:10]2[CH:11]=[CH:12][C:7]3[N:8]([CH:38]=[C:5]([NH:4][C:1](=[O:3])[CH3:2])[N:6]=3)[N:9]=2)=[CH:32][CH:33]=1, predict the reactants needed to synthesize it. The reactants are: [C:1]([NH:4][C:5]1[N:6]=[C:7]2[CH:12]=[CH:11][C:10]([C:13]3[N:17]([CH:18]4[CH2:23]CN(C(OC(C)(C)C)=O)CC4)[CH:16]=[N:15][C:14]=3[C:31]3[CH:36]=[CH:35][C:34]([F:37])=[CH:33][CH:32]=3)=[N:9][N:8]2[CH:38]=1)(=[O:3])[CH3:2].[CH3:39][C:40]1(C)C(C)(C)OB(C2C=CC3N(C=C(NC(=O)C)N=3)N=2)O1.BrC1N2C=CC=CC2=NC=1C1C=CC(F)=CC=1. (5) Given the product [Cl:1][C:2]1[CH:10]=[CH:9][C:8]([C:11]2[S:12][C:13]3[CH:19]=[CH:18][C:17]([C:20]([N:52]4[CH2:53][CH2:54][N:49]([CH2:48][CH2:47][OH:46])[CH2:50][CH2:51]4)=[O:21])=[CH:16][C:14]=3[CH:15]=2)=[C:7]2[C:3]=1[CH2:4][NH:5][C:6]2=[O:23], predict the reactants needed to synthesize it. The reactants are: [Cl:1][C:2]1[CH:10]=[CH:9][C:8]([C:11]2[S:12][C:13]3[CH:19]=[CH:18][C:17]([C:20](O)=[O:21])=[CH:16][C:14]=3[CH:15]=2)=[C:7]2[C:3]=1[CH2:4][NH:5][C:6]2=[O:23].CCN=C=NCCCN(C)C.C1C=C2N=NN(O)C2=CC=1.O.[OH:46][CH2:47][CH2:48][N:49]1[CH2:54][CH2:53][NH:52][CH2:51][CH2:50]1. (6) Given the product [CH3:3][CH:2]([N:4]1[CH2:9][CH2:8][CH:7]([CH2:10][CH:11]2[CH2:12][CH2:13][N:14]([C:18]3[CH:19]=[N:20][C:21]([C:24]([F:27])([F:26])[F:25])=[N:22][CH:23]=3)[CH2:15][CH2:16]2)[CH2:6][CH2:5]1)[CH3:1], predict the reactants needed to synthesize it. The reactants are: [CH3:1][CH:2]([N:4]1[CH2:9][CH2:8][CH:7]([CH2:10][CH:11]2[CH2:16][CH2:15][NH:14][CH2:13][CH2:12]2)[CH2:6][CH2:5]1)[CH3:3].Br[C:18]1[CH:19]=[N:20][C:21]([C:24]([F:27])([F:26])[F:25])=[N:22][CH:23]=1. (7) The reactants are: [Cl:1][C:2]1[C:7]([C:8]([NH:10][C:11]2[CH:16]=[CH:15][C:14]([C:17]3[NH:18][CH:19]=[CH:20][N:21]=3)=[CH:13][CH:12]=2)=[O:9])=[CH:6][CH:5]=[CH:4][N:3]=1.[NH2:22][CH2:23][C:24]1[CH:29]=[CH:28][N:27]=[CH:26][CH:25]=1. Given the product [ClH:1].[NH:21]1[CH:20]=[CH:19][N:18]=[C:17]1[C:14]1[CH:15]=[CH:16][C:11]([NH:10][C:8]([C:7]2[C:2]([NH:22][CH2:23][C:24]3[CH:29]=[CH:28][N:27]=[CH:26][CH:25]=3)=[N:3][CH:4]=[CH:5][CH:6]=2)=[O:9])=[CH:12][CH:13]=1, predict the reactants needed to synthesize it. (8) Given the product [C:1]([O:5][C:6]([NH:7][CH2:8][CH2:9][N:10]1[C:18]2[C:17]([NH:21][C:22]3[CH:38]=[CH:37][C:25]([O:26][C:27]4[CH:28]=[C:29]([CH:34]=[CH:35][CH:36]=4)[C:30]([O:32][CH3:33])=[O:31])=[C:24]([Cl:39])[CH:23]=3)=[N:16][CH:15]=[N:14][C:13]=2[CH:12]=[CH:11]1)=[O:20])([CH3:4])([CH3:3])[CH3:2], predict the reactants needed to synthesize it. The reactants are: [C:1]([O:5][C:6](=[O:20])[NH:7][CH2:8][CH2:9][N:10]1[C:18]2[C:17](Cl)=[N:16][CH:15]=[N:14][C:13]=2[CH:12]=[CH:11]1)([CH3:4])([CH3:3])[CH3:2].[NH2:21][C:22]1[CH:38]=[CH:37][C:25]([O:26][C:27]2[CH:28]=[C:29]([CH:34]=[CH:35][CH:36]=2)[C:30]([O:32][CH3:33])=[O:31])=[C:24]([Cl:39])[CH:23]=1.C(=O)([O-])O.[Na+]. (9) Given the product [F:33][C:28]1[CH:29]=[CH:30][CH:31]=[CH:32][C:27]=1[C:17]1[O:16][C:12]2[N:13]=[CH:14][N:15]=[C:10]([NH:9][CH2:8][CH2:7][CH2:6][CH2:5][CH2:4][C:3]([OH:34])=[O:2])[C:11]=2[C:18]=1[C:19]1[CH:24]=[CH:23][C:22]([O:25][CH3:26])=[CH:21][CH:20]=1, predict the reactants needed to synthesize it. The reactants are: C[O:2][C:3](=[O:34])[CH2:4][CH2:5][CH2:6][CH2:7][CH2:8][NH:9][C:10]1[C:11]2[C:18]([C:19]3[CH:24]=[CH:23][C:22]([O:25][CH3:26])=[CH:21][CH:20]=3)=[C:17]([C:27]3[CH:32]=[CH:31][CH:30]=[CH:29][C:28]=3[F:33])[O:16][C:12]=2[N:13]=[CH:14][N:15]=1.[OH-].[Na+].Cl.O. (10) Given the product [BrH:16].[CH2:9]([NH:8][CH2:1][C:2]1[CH:7]=[CH:6][CH:5]=[CH:4][CH:3]=1)[C:10]1[CH:15]=[CH:14][CH:13]=[CH:12][CH:11]=1, predict the reactants needed to synthesize it. The reactants are: [CH2:1]([NH:8][CH2:9][C:10]1[CH:15]=[CH:14][CH:13]=[CH:12][CH:11]=1)[C:2]1[CH:7]=[CH:6][CH:5]=[CH:4][CH:3]=1.[Br:16]CC(=O)C(OCC)=O.